From a dataset of Catalyst prediction with 721,799 reactions and 888 catalyst types from USPTO. Predict which catalyst facilitates the given reaction. (1) Reactant: [CH3:1][C:2]1[N:7]=[C:6]([C:8]2[N:9]=[C:10]3[N:14]([C:15](=[O:17])[CH3:16])[CH2:13][CH2:12][N:11]3[CH:18]=2)[CH:5]=[CH:4][CH:3]=1.[Br:19]N1C(=O)CCC1=O. Product: [Br:19][C:18]1[N:11]2[CH2:12][CH2:13][N:14]([C:15](=[O:17])[CH3:16])[C:10]2=[N:9][C:8]=1[C:6]1[CH:5]=[CH:4][CH:3]=[C:2]([CH3:1])[N:7]=1. The catalyst class is: 34. (2) Reactant: [Br:1]Br.[CH3:3][Si:4]([C:7]#[C:8][C:9]1[CH:14]=[CH:13][C:12]([C:15](=[O:18])[CH2:16][CH3:17])=[CH:11][CH:10]=1)([CH3:6])[CH3:5]. Product: [Br:1][CH:16]([CH3:17])[C:15]([C:12]1[CH:11]=[CH:10][C:9]([C:8]#[C:7][Si:4]([CH3:5])([CH3:6])[CH3:3])=[CH:14][CH:13]=1)=[O:18]. The catalyst class is: 30. (3) Reactant: [C:1]([C:5]1[CH:13]=[CH:12][CH:11]=[CH:10][C:6]=1[C:7]([OH:9])=O)([CH3:4])([CH3:3])[CH3:2].CN1CCN(C)CC1.ClC1N=C(OC)N=C(OC)N=1.[CH2:33]([NH2:40])[C:34]1[CH:39]=[CH:38][CH:37]=[CH:36][CH:35]=1.C(O)(=O)CC(CC(O)=O)(C(O)=O)O. Product: [CH2:33]([NH:40][C:7](=[O:9])[C:6]1[CH:10]=[CH:11][CH:12]=[CH:13][C:5]=1[C:1]([CH3:2])([CH3:3])[CH3:4])[C:34]1[CH:39]=[CH:38][CH:37]=[CH:36][CH:35]=1. The catalyst class is: 410. (4) Reactant: [CH3:1][C:2]1[O:3][CH:4]=[C:5]([CH:7]([CH3:12])[C:8]([O:10][CH3:11])=[O:9])[N:6]=1.C1C(=O)N([Br:20])C(=O)C1.CC(N=NC(C#N)(C)C)(C#N)C. Product: [Br:20][C:7]([C:5]1[N:6]=[C:2]([CH3:1])[O:3][CH:4]=1)([CH3:12])[C:8]([O:10][CH3:11])=[O:9]. The catalyst class is: 53. (5) Reactant: [Br:1][C:2]1[CH:3]=[C:4]([C:9]#[N:10])[C:5](Cl)=[N:6][CH:7]=1.[NH2:11][NH2:12]. Product: [Br:1][C:2]1[CH:3]=[C:4]2[C:9]([NH2:10])=[N:12][NH:11][C:5]2=[N:6][CH:7]=1. The catalyst class is: 51.